From a dataset of Forward reaction prediction with 1.9M reactions from USPTO patents (1976-2016). Predict the product of the given reaction. (1) The product is: [CH2:10]([C:12]1[C:22]([C:23]([CH3:25])([CH3:24])[CH3:26])=[C:21]([OH:27])[C:20]([C:28]([CH3:29])([CH3:31])[CH3:30])=[CH:19][C:13]=1[CH2:14][P:15](=[O:16])([O-:18])[O-:17])[CH3:11].[CH2:10]([C:12]1[C:22]([C:23]([CH3:25])([CH3:24])[CH3:26])=[C:21]([OH:27])[C:20]([C:28]([CH3:29])([CH3:31])[CH3:30])=[CH:19][C:13]=1[CH2:14][P:15](=[O:16])([O-:18])[O-:17])[CH3:11].[Sr+2:5].[Sr+2:5]. Given the reactants [N+]([O-])([O-])=O.[Sr+2:5].[N+]([O-])([O-])=O.[CH2:10]([C:12]1[C:22]([C:23]([CH3:26])([CH3:25])[CH3:24])=[C:21]([OH:27])[C:20]([C:28]([CH3:31])([CH3:30])[CH3:29])=[CH:19][C:13]=1[CH2:14][P:15](=[O:18])([O-:17])[O-:16])[CH3:11].[Na+].[Na+], predict the reaction product. (2) The product is: [CH2:23]([O:25][C:26](=[O:35])[CH2:27][CH2:28][CH2:29][CH2:30][C:31]1[CH:14]=[C:13]([C:15]2[CH:20]=[CH:19][CH:18]=[CH:17][C:16]=2[O:21][CH3:22])[O:33][N:32]=1)[CH3:24]. Given the reactants C1(N=C=O)C=CC(N=C=O)=CC=1.[C:13]([C:15]1[CH:20]=[CH:19][CH:18]=[CH:17][C:16]=1[O:21][CH3:22])#[CH:14].[CH2:23]([O:25][C:26](=[O:35])[CH2:27][CH2:28][CH2:29][CH2:30][CH2:31][N+:32]([O-])=[O:33])[CH3:24].C(N(CC)CC)C, predict the reaction product. (3) The product is: [Br:22][C:20]1[CH:19]=[CH:18][C:17]([O:23][CH2:24][C:25]2[CH:30]=[CH:29][CH:28]=[CH:27][CH:26]=2)=[C:16]([C:11]2[N:10]([C:7]3[CH:8]=[CH:9][C:4]([C:3]([OH:31])=[O:2])=[CH:5][CH:6]=3)[C:14]([CH3:15])=[CH:13][CH:12]=2)[CH:21]=1. Given the reactants C[O:2][C:3](=[O:31])[C:4]1[CH:9]=[CH:8][C:7]([N:10]2[C:14]([CH3:15])=[CH:13][CH:12]=[C:11]2[C:16]2[CH:21]=[C:20]([Br:22])[CH:19]=[CH:18][C:17]=2[O:23][CH2:24][C:25]2[CH:30]=[CH:29][CH:28]=[CH:27][CH:26]=2)=[CH:6][CH:5]=1, predict the reaction product. (4) Given the reactants Cl[C:2]1[CH:7]=[C:6]([CH3:8])[N:5]=[C:4]([C:9]2[CH:14]=[CH:13][CH:12]=[C:11](Cl)[N:10]=2)[N:3]=1.[CH:16]1([NH2:22])[CH2:21][CH2:20][CH2:19][CH2:18][CH2:17]1.[CH2:23](N(CC)CC)C, predict the reaction product. The product is: [CH:16]1([NH:22][C:2]2[CH:7]=[C:6]([CH3:8])[N:5]=[C:4]([C:9]3[CH:14]=[CH:13][CH:12]=[C:11]([CH3:23])[N:10]=3)[N:3]=2)[CH2:21][CH2:20][CH2:19][CH2:18][CH2:17]1. (5) Given the reactants Cl[C:2]1[CH:3]=[C:4]([C:14]([NH:16][CH2:17][C:18]2[C:19](=[O:26])[NH:20][C:21]([CH3:25])=[CH:22][C:23]=2[CH3:24])=[O:15])[C:5]2[CH:10]=[N:9][N:8]([CH:11]([CH3:13])[CH3:12])[C:6]=2[N:7]=1.[C:27]([NH:30][C:31]1[CH:32]=[C:33](B(O)O)[CH:34]=[CH:35][CH:36]=1)(=[O:29])[CH3:28].C(=O)(O)[O-].[Na+].O, predict the reaction product. The product is: [C:27]([NH:30][C:31]1[CH:36]=[C:35]([C:2]2[CH:3]=[C:4]([C:14]([NH:16][CH2:17][C:18]3[C:19](=[O:26])[NH:20][C:21]([CH3:25])=[CH:22][C:23]=3[CH3:24])=[O:15])[C:5]3[CH:10]=[N:9][N:8]([CH:11]([CH3:13])[CH3:12])[C:6]=3[N:7]=2)[CH:34]=[CH:33][CH:32]=1)(=[O:29])[CH3:28]. (6) Given the reactants [CH3:1][C:2]([CH3:9])([CH3:8])[C:3](=O)[CH2:4][C:5]#[N:6].Cl.[CH:11]([NH:14][NH2:15])([CH3:13])[CH3:12].CCN(C(C)C)C(C)C, predict the reaction product. The product is: [C:2]([C:3]1[CH:4]=[C:5]([NH2:6])[N:14]([CH:11]([CH3:13])[CH3:12])[N:15]=1)([CH3:9])([CH3:8])[CH3:1]. (7) Given the reactants F[C:2]1[N:7]=[CH:6][C:5]([C:8]2[CH:13]=[CH:12][C:11]([C@@H:14]([N:16]3[CH2:21][CH2:20][C@:19]([CH2:28][C:29]([OH:32])([CH3:31])[CH3:30])([C:22]4[CH:27]=[CH:26][CH:25]=[CH:24][CH:23]=4)[O:18][C:17]3=[O:33])[CH3:15])=[CH:10][CH:9]=2)=[CH:4][CH:3]=1.[NH:34]1[CH2:41][CH2:40][CH2:39][C@H:35]1[C:36]([NH2:38])=[O:37], predict the reaction product. The product is: [OH:32][C:29]([CH3:31])([CH3:30])[CH2:28][C@@:19]1([C:22]2[CH:27]=[CH:26][CH:25]=[CH:24][CH:23]=2)[O:18][C:17](=[O:33])[N:16]([C@H:14]([C:11]2[CH:12]=[CH:13][C:8]([C:5]3[CH:4]=[CH:3][C:2]([N:34]4[CH2:41][CH2:40][CH2:39][C@H:35]4[C:36]([NH2:38])=[O:37])=[N:7][CH:6]=3)=[CH:9][CH:10]=2)[CH3:15])[CH2:21][CH2:20]1. (8) Given the reactants Cl.[F:2][C:3]1[C:4]([O:18]C)=[N:5][C:6]([C:9]2[CH:10]=[N:11][N:12]3[CH:17]=[CH:16][N:15]=[CH:14][C:13]=23)=[N:7][CH:8]=1.[OH-].[Na+], predict the reaction product. The product is: [F:2][C:3]1[C:4]([OH:18])=[N:5][C:6]([C:9]2[CH:10]=[N:11][N:12]3[CH:17]=[CH:16][N:15]=[CH:14][C:13]=23)=[N:7][CH:8]=1.